From a dataset of NCI-60 drug combinations with 297,098 pairs across 59 cell lines. Regression. Given two drug SMILES strings and cell line genomic features, predict the synergy score measuring deviation from expected non-interaction effect. (1) Drug 1: C1C(C(OC1N2C=NC3=C(N=C(N=C32)Cl)N)CO)O. Drug 2: CCCCC(=O)OCC(=O)C1(CC(C2=C(C1)C(=C3C(=C2O)C(=O)C4=C(C3=O)C=CC=C4OC)O)OC5CC(C(C(O5)C)O)NC(=O)C(F)(F)F)O. Cell line: NCI-H226. Synergy scores: CSS=26.0, Synergy_ZIP=10.2, Synergy_Bliss=9.07, Synergy_Loewe=-3.63, Synergy_HSA=-3.86. (2) Drug 1: C1=CC(=CC=C1CCC2=CNC3=C2C(=O)NC(=N3)N)C(=O)NC(CCC(=O)O)C(=O)O. Drug 2: C1=C(C(=O)NC(=O)N1)F. Cell line: HOP-92. Synergy scores: CSS=15.9, Synergy_ZIP=-5.27, Synergy_Bliss=-8.11, Synergy_Loewe=-4.26, Synergy_HSA=-3.01. (3) Drug 1: C1CC(C1)(C(=O)O)C(=O)O.[NH2-].[NH2-].[Pt+2]. Drug 2: C(CCl)NC(=O)N(CCCl)N=O. Cell line: CAKI-1. Synergy scores: CSS=10.4, Synergy_ZIP=-3.20, Synergy_Bliss=-2.32, Synergy_Loewe=1.89, Synergy_HSA=0.589.